From a dataset of Full USPTO retrosynthesis dataset with 1.9M reactions from patents (1976-2016). Predict the reactants needed to synthesize the given product. (1) Given the product [CH2:1]([N:8]1[CH:12]=[C:11]([C:13]2[CH:18]=[C:17]([F:19])[CH:16]=[CH:15][C:14]=2[F:20])[N:10]=[C:9]1[C@@H:21]([CH:44]1[CH2:49][CH2:48][O:47][CH2:46][CH2:45]1)[N:22]([CH2:30][C@H:31]1[C@@H:35]([F:36])[CH2:34][N:33]([C:37]([O:39][C:40]([CH3:41])([CH3:43])[CH3:42])=[O:38])[CH2:32]1)[C:23]([NH:25][C@@H:26]([CH3:29])[CH2:27][O:28][S:63]([C:60]1[CH:61]=[CH:62][C:57]([CH3:56])=[CH:58][CH:59]=1)(=[O:65])=[O:64])=[O:24])[C:2]1[CH:7]=[CH:6][CH:5]=[CH:4][CH:3]=1, predict the reactants needed to synthesize it. The reactants are: [CH2:1]([N:8]1[CH:12]=[C:11]([C:13]2[CH:18]=[C:17]([F:19])[CH:16]=[CH:15][C:14]=2[F:20])[N:10]=[C:9]1[C@@H:21]([CH:44]1[CH2:49][CH2:48][O:47][CH2:46][CH2:45]1)[N:22]([CH2:30][C@H:31]1[C@@H:35]([F:36])[CH2:34][N:33]([C:37]([O:39][C:40]([CH3:43])([CH3:42])[CH3:41])=[O:38])[CH2:32]1)[C:23]([NH:25][C@@H:26]([CH3:29])[CH2:27][OH:28])=[O:24])[C:2]1[CH:7]=[CH:6][CH:5]=[CH:4][CH:3]=1.N1C=CC=CC=1.[CH3:56][C:57]1[CH:62]=[CH:61][C:60]([S:63](Cl)(=[O:65])=[O:64])=[CH:59][CH:58]=1. (2) Given the product [CH3:1][O:2][C:3]1[CH:17]=[CH:16][C:6]([CH2:7][S:8][C:9]2[CH:14]=[CH:13][N:12]=[C:11]([N:25]=[C:24]([C:18]3[CH:23]=[CH:22][CH:21]=[CH:20][CH:19]=3)[C:26]3[CH:31]=[CH:30][CH:29]=[CH:28][CH:27]=3)[CH:10]=2)=[CH:5][CH:4]=1, predict the reactants needed to synthesize it. The reactants are: [CH3:1][O:2][C:3]1[CH:17]=[CH:16][C:6]([CH2:7][S:8][C:9]2[CH:14]=[CH:13][N:12]=[C:11](Cl)[CH:10]=2)=[CH:5][CH:4]=1.[C:18]1([C:24]([C:26]2[CH:31]=[CH:30][CH:29]=[CH:28][CH:27]=2)=[NH:25])[CH:23]=[CH:22][CH:21]=[CH:20][CH:19]=1.C1C=CC(P(C2C=CC3C(=CC=CC=3)C=2C2C3C(=CC=CC=3)C=CC=2P(C2C=CC=CC=2)C2C=CC=CC=2)C2C=CC=CC=2)=CC=1.CC([O-])(C)C.[Na+]. (3) Given the product [CH3:1][C:2]1[C:3]([C@H:8]2[CH2:13][CH2:12][CH2:11][C@@H:10]([C:14]3[C:19]([CH3:20])=[CH:18][CH:17]=[CH:16][N:15]=3)[N:9]2[CH2:28][CH2:27][C:23]2[CH:22]=[N:21][CH:26]=[CH:25][CH:24]=2)=[N:4][CH:5]=[CH:6][CH:7]=1, predict the reactants needed to synthesize it. The reactants are: [CH3:1][C:2]1[C:3]([C@H:8]2[CH2:13][CH2:12][CH2:11][C@@H:10]([C:14]3[C:19]([CH3:20])=[CH:18][CH:17]=[CH:16][N:15]=3)[NH:9]2)=[N:4][CH:5]=[CH:6][CH:7]=1.[N:21]1[CH:26]=[CH:25][CH:24]=[C:23]([CH2:27][CH2:28]OS(C)(=O)=O)[CH:22]=1.CCN(C(C)C)C(C)C. (4) Given the product [CH:7]1([C:13]2[S:14][C:15]3[C:21](=[O:22])[C:20]([NH:5][CH2:4][CH2:3][N:2]([CH3:6])[CH3:1])=[CH:19][C:18](=[O:29])[C:16]=3[N:17]=2)[CH2:8][CH2:9][CH2:10][CH2:11][CH2:12]1, predict the reactants needed to synthesize it. The reactants are: [CH3:1][N:2]([CH3:6])[CH2:3][CH2:4][NH2:5].[CH:7]1([C:13]2[S:14][C:15]3[C:21](=[O:22])[CH:20]=[C:19](NCCN(C)C)[C:18](=[O:29])[C:16]=3[N:17]=2)[CH2:12][CH2:11][CH2:10][CH2:9][CH2:8]1. (5) Given the product [C:18]([O:17][C:13]([NH:14][N:15]=[CH:1][CH2:2][C:4]1[O:5][C:6]2[CH:12]=[CH:11][CH:10]=[CH:9][C:7]=2[CH:8]=1)=[O:16])([CH3:21])([CH3:20])[CH3:19], predict the reactants needed to synthesize it. The reactants are: [CH3:1][C:2]([C:4]1[O:5][C:6]2[CH:12]=[CH:11][CH:10]=[CH:9][C:7]=2[CH:8]=1)=O.[C:13]([O:17][C:18]([CH3:21])([CH3:20])[CH3:19])(=[O:16])[NH:14][NH2:15]. (6) The reactants are: [CH2:1]([O:5][CH2:6][CH2:7][O:8][C:9]1[CH:14]=[CH:13][C:12]([C:15]2[CH:16]=[C:17]3[C:22](=[C:23](/[CH:25]=[CH:26]/[C:27]([O:29]CC)=[O:28])[CH:24]=2)[N:21]([CH3:32])[CH2:20][CH2:19][CH2:18]3)=[CH:11][CH:10]=1)[CH2:2][CH2:3][CH3:4].[OH-].[Na+].Cl. Given the product [CH2:1]([O:5][CH2:6][CH2:7][O:8][C:9]1[CH:14]=[CH:13][C:12]([C:15]2[CH:16]=[C:17]3[C:22](=[C:23](/[CH:25]=[CH:26]/[C:27]([OH:29])=[O:28])[CH:24]=2)[N:21]([CH3:32])[CH2:20][CH2:19][CH2:18]3)=[CH:11][CH:10]=1)[CH2:2][CH2:3][CH3:4], predict the reactants needed to synthesize it. (7) Given the product [CH:25]1[C:24]([CH2:23][CH2:22][NH:21][C:1](/[CH:2]=[CH:3]/[C:4]2[CH:11]=[CH:10][C:8]([OH:9])=[C:6]([OH:7])[CH:5]=2)=[O:13])=[CH:29][CH:28]=[C:27]([OH:30])[CH:26]=1, predict the reactants needed to synthesize it. The reactants are: [C:1]([OH:13])(=O)/[CH:2]=[CH:3]/[C:4]1[CH:11]=[CH:10][C:8]([OH:9])=[C:6]([OH:7])[CH:5]=1.C(N(CC)CC)C.[NH2:21][CH2:22][CH2:23][C:24]1[CH:29]=[CH:28][C:27]([OH:30])=[CH:26][CH:25]=1. (8) Given the product [N+:26]([C:11]1[CH:12]=[C:13]([NH:16][S:17]([C:20]2[CH:21]=[CH:22][CH:23]=[CH:24][CH:25]=2)(=[O:19])=[O:18])[CH:14]=[CH:15][C:10]=1[NH:8][CH2:7][CH:4]1[CH2:5][CH2:6][O:1][CH2:2][CH2:3]1)([O-:28])=[O:27], predict the reactants needed to synthesize it. The reactants are: [O:1]1[CH2:6][CH2:5][CH:4]([CH2:7][NH2:8])[CH2:3][CH2:2]1.F[C:10]1[CH:15]=[CH:14][C:13]([NH:16][S:17]([C:20]2[CH:25]=[CH:24][CH:23]=[CH:22][CH:21]=2)(=[O:19])=[O:18])=[CH:12][C:11]=1[N+:26]([O-:28])=[O:27].C(N(CC)CC)C.O. (9) Given the product [CH3:11][O:10][C:3]1[CH:4]=[CH:5][CH:6]=[C:7]([O:8][CH3:9])[C:2]=1[C:34]1[C:35]([C:36]([O:38][CH3:39])=[O:37])=[CH:40][C:41]([N+:44]([O-:46])=[O:45])=[CH:42][CH:43]=1, predict the reactants needed to synthesize it. The reactants are: Br[C:2]1[C:7]([O:8][CH3:9])=[CH:6][CH:5]=[CH:4][C:3]=1[O:10][CH3:11].IC1C(OC)=CC=CC=1OC.COC1C=CC=C(OC)C=1.Br[C:34]1[CH:43]=[CH:42][C:41]([N+:44]([O-:46])=[O:45])=[CH:40][C:35]=1[C:36]([O:38][CH3:39])=[O:37].IC1C=CC([N+]([O-])=O)=CC=1C(OC)=O.[N+](C1C=CC(OS(C(F)(F)F)(=O)=O)=C(C=1)C(OC)=O)([O-])=O.C(OC(=O)C)(C)C.